Dataset: Reaction yield outcomes from USPTO patents with 853,638 reactions. Task: Predict the reaction yield, written as a fraction of the theoretical maximum amount of product (1.0 means a 100% yield; for example, 0.34 means a 34% yield). The reactants are Cl.[CH3:2][O:3][C:4](=[O:35])[CH:5]([N:20](C(OC(C)(C)C)=O)C(OC(C)(C)C)=O)[CH2:6][N:7]([C:14]1[CH:19]=[CH:18][CH:17]=[CH:16][CH:15]=1)[C:8]1[N:13]=[CH:12][CH:11]=[CH:10][N:9]=1. The catalyst is C(OC(C)C)(=O)C. The product is [CH3:2][O:3][C:4](=[O:35])[CH:5]([NH2:20])[CH2:6][N:7]([C:14]1[CH:19]=[CH:18][CH:17]=[CH:16][CH:15]=1)[C:8]1[N:9]=[CH:10][CH:11]=[CH:12][N:13]=1. The yield is 0.920.